Dataset: Catalyst prediction with 721,799 reactions and 888 catalyst types from USPTO. Task: Predict which catalyst facilitates the given reaction. (1) Reactant: [CH3:1][O:2][C:3]1[CH:12]=[C:11]2[C:6]([CH:7]=[CH:8][CH:9]=[C:10]2[OH:13])=[CH:5][CH:4]=1.[S:14](O[S:14]([C:17]([F:20])([F:19])[F:18])(=[O:16])=[O:15])([C:17]([F:20])([F:19])[F:18])(=[O:16])=[O:15].C(C1C=C(C)C=C(C(C)(C)C)N=1)(C)(C)C. Product: [F:18][C:17]([F:20])([F:19])[S:14]([O:13][C:10]1[C:11]2[C:6](=[CH:5][CH:4]=[C:3]([O:2][CH3:1])[CH:12]=2)[CH:7]=[CH:8][CH:9]=1)(=[O:16])=[O:15]. The catalyst class is: 4. (2) Reactant: [N+:1]([C:4]1[CH:9]=[CH:8][CH:7]=[CH:6][C:5]=1[OH:10])([O-:3])=[O:2].[CH:11](O)([CH3:13])[CH3:12].CC(OC(/N=N/C(OC(C)C)=O)=O)C.CCOCC. Product: [CH:11]([O:10][C:5]1[CH:6]=[CH:7][CH:8]=[CH:9][C:4]=1[N+:1]([O-:3])=[O:2])([CH3:13])[CH3:12]. The catalyst class is: 1. (3) Reactant: [C:1]1([CH3:19])[CH:6]=[CH:5][C:4]([CH:7]2[O:11][CH:10]([CH:12]([CH3:16])C(O)=O)[C:9](=[C:17]=[CH2:18])[CH2:8]2)=[CH:3][CH:2]=1.[C:20]([O-:23])([O-])=[O:21].[K+].[K+].[C:26]1(I)[CH:31]=[CH:30]C=[CH:28][CH:27]=1.O.[CH3:34]N(C)C=O. The catalyst class is: 535. Product: [C:1]1([CH3:19])[CH:2]=[CH:3][C:4]([CH:7]2[O:11][CH:10]3[C:9]([C:17]([C:18]4[CH:30]=[CH:31][CH:26]=[CH:27][CH:28]=4)=[CH2:34])([O:23][C:20](=[O:21])[CH2:16][CH2:12]3)[CH2:8]2)=[CH:5][CH:6]=1. (4) The catalyst class is: 227. Reactant: [CH3:1][C:2]1[C:10]2[N:9]=[CH:8][N:7]([CH:11]3[CH2:16][CH2:15][CH2:14][CH2:13][O:12]3)[C:6]=2[CH:5]=[CH:4][C:3]=1[C:17]#[N:18]. Product: [CH3:1][C:2]1[C:10]2[N:9]=[CH:8][N:7]([CH:11]3[CH2:16][CH2:15][CH2:14][CH2:13][O:12]3)[C:6]=2[CH:5]=[CH:4][C:3]=1[CH2:17][NH2:18]. (5) Reactant: [C:1]1([O:11][CH3:12])[C:2](=[CH:4][CH:5]=[C:6]([CH:10]=1)[CH2:7][CH:8]=[CH2:9])[OH:3].[C:13](OC(=O)C)(=[O:15])[CH3:14]. Product: [C:13]([O:3][C:2]1[CH:4]=[CH:5][C:6]([CH2:7][CH:8]=[CH2:9])=[CH:10][C:1]=1[O:11][CH3:12])(=[O:15])[CH3:14]. The catalyst class is: 15. (6) Reactant: Cl[C:2]1[CH:7]=[C:6]([N:8]2[CH2:13][CH2:12][CH:11]([NH:14][C:15]3[N:31]=[C:18]4[C:19]([C:23]5[CH:28]=[CH:27][C:26]([F:29])=[C:25]([F:30])[CH:24]=5)=[CH:20][CH:21]=[CH:22][N:17]4[N:16]=3)[CH2:10][CH2:9]2)[CH:5]=[CH:4][N:3]=1.[O-:32][CH2:33][CH3:34].[Na+]. Product: [F:30][C:25]1[CH:24]=[C:23]([C:19]2[C:18]3[N:17]([N:16]=[C:15]([NH:14][CH:11]4[CH2:12][CH2:13][N:8]([C:6]5[CH:5]=[CH:4][N:3]=[C:2]([O:32][CH2:33][CH3:34])[CH:7]=5)[CH2:9][CH2:10]4)[N:31]=3)[CH:22]=[CH:21][CH:20]=2)[CH:28]=[CH:27][C:26]=1[F:29]. The catalyst class is: 14. (7) Reactant: [H-].[Na+].[Cl:3][C:4]1[C:9]([CH3:10])=[C:8](Cl)[N:7]2[N:12]=[CH:13][CH:14]=[C:6]2[N:5]=1.[CH2:15]([O:17][C:18]1[CH:24]=[CH:23][C:21]([NH2:22])=[CH:20][C:19]=1[N+:25]([O-:27])=[O:26])[CH3:16]. Product: [Cl:3][C:4]1[C:9]([CH3:10])=[C:8]([NH:22][C:21]2[CH:23]=[CH:24][C:18]([O:17][CH2:15][CH3:16])=[C:19]([N+:25]([O-:27])=[O:26])[CH:20]=2)[N:7]2[N:12]=[CH:13][CH:14]=[C:6]2[N:5]=1. The catalyst class is: 348.